This data is from NCI-60 drug combinations with 297,098 pairs across 59 cell lines. The task is: Regression. Given two drug SMILES strings and cell line genomic features, predict the synergy score measuring deviation from expected non-interaction effect. Drug 1: C1=CN(C=N1)CC(O)(P(=O)(O)O)P(=O)(O)O. Drug 2: CN(C(=O)NC(C=O)C(C(C(CO)O)O)O)N=O. Cell line: ACHN. Synergy scores: CSS=-2.58, Synergy_ZIP=2.54, Synergy_Bliss=1.29, Synergy_Loewe=-3.34, Synergy_HSA=-3.69.